This data is from Choline transporter screen with 302,306 compounds. The task is: Binary Classification. Given a drug SMILES string, predict its activity (active/inactive) in a high-throughput screening assay against a specified biological target. (1) The drug is Clc1sc(S(=O)(=O)Nc2c(C(=O)Nc3c(OC)ccc(c3)C)cccc2)cc1. The result is 1 (active). (2) The molecule is O=C1N(C(=O)c2c1cc(cc2)C(=O)Nc1c(cc(cc1C)C)C)Cc1cccnc1. The result is 0 (inactive). (3) The compound is s1c(CNC(=O)CN2CCC(n3nnc4c3ccc(c4)C(F)(F)F)CC2)ccc1. The result is 0 (inactive).